Dataset: Reaction yield outcomes from USPTO patents with 853,638 reactions. Task: Predict the reaction yield, written as a fraction of the theoretical maximum amount of product (1.0 means a 100% yield; for example, 0.34 means a 34% yield). The reactants are C(OC([N:8]1[CH2:12][CH2:11][CH2:10][C@@H:9]1[CH2:13][O:14][C:15]1[CH:20]=[CH:19][C:18]([O:21][C:22]2[CH:27]=[CH:26][C:25]([C:28]3[S:29][CH:30]=[CH:31][N:32]=3)=[CH:24][CH:23]=2)=[CH:17][CH:16]=1)=O)(C)(C)C.[ClH:33]. The catalyst is O1CCOCC1. The product is [ClH:33].[NH:8]1[CH2:12][CH2:11][CH2:10][C@@H:9]1[CH2:13][O:14][C:15]1[CH:20]=[CH:19][C:18]([O:21][C:22]2[CH:27]=[CH:26][C:25]([C:28]3[S:29][CH:30]=[CH:31][N:32]=3)=[CH:24][CH:23]=2)=[CH:17][CH:16]=1. The yield is 0.830.